Dataset: Reaction yield outcomes from USPTO patents with 853,638 reactions. Task: Predict the reaction yield, written as a fraction of the theoretical maximum amount of product (1.0 means a 100% yield; for example, 0.34 means a 34% yield). (1) The reactants are [CH3:1][C:2]([CH3:28])([CH2:20][O:21]C1CCCCO1)[CH2:3][CH2:4][NH:5][C:6]([CH2:8][CH2:9][NH:10][C:11](=[O:19])[CH:12]([OH:18])[C:13]([CH3:17])([CH3:16])[CH2:14][OH:15])=[O:7].C1(C)C=CC(S([O-])(=O)=O)=CC=1.[NH+]1C=CC=CC=1. The catalyst is C(O)C. The product is [OH:18][CH:12]([C:13]([CH3:17])([CH3:16])[CH2:14][OH:15])[C:11]([NH:10][CH2:9][CH2:8][C:6](=[O:7])[NH:5][CH2:4][CH2:3][C:2]([CH3:28])([CH3:1])[CH2:20][OH:21])=[O:19]. The yield is 0.635. (2) The reactants are [Cl:1][CH2:2][CH2:3][CH2:4][CH2:5][CH2:6][CH2:7][O:8][CH2:9][CH2:10][O:11][CH2:12][CH2:13][NH:14][C:15]([C:17]1[CH:18]=[C:19]([CH2:23][NH:24][C:25](=[O:48])[CH2:26][CH2:27][O:28][CH2:29][CH2:30][O:31][CH2:32][CH2:33][O:34][CH2:35][CH2:36][O:37][CH2:38][CH2:39][NH:40]C(=O)OC(C)(C)C)[CH:20]=[CH:21][CH:22]=1)=[O:16].Cl.O1CCOCC1. No catalyst specified. The product is [ClH:1].[NH2:40][CH2:39][CH2:38][O:37][CH2:36][CH2:35][O:34][CH2:33][CH2:32][O:31][CH2:30][CH2:29][O:28][CH2:27][CH2:26][C:25]([NH:24][CH2:23][C:19]1[CH:20]=[CH:21][CH:22]=[C:17]([C:15](=[O:16])[NH:14][CH2:13][CH2:12][O:11][CH2:10][CH2:9][O:8][CH2:7][CH2:6][CH2:5][CH2:4][CH2:3][CH2:2][Cl:1])[CH:18]=1)=[O:48]. The yield is 0.989. (3) The reactants are [Cl:1][C:2]1[CH:3]=[C:4]([C@@H:12]([CH2:23][CH:24]2[CH2:29][CH2:28][C:27](=[O:30])[CH2:26][CH2:25]2)[C:13]([NH:15][C:16]2[CH:21]=[N:20][C:19]([Cl:22])=[CH:18][N:17]=2)=[O:14])[CH:5]=[CH:6][C:7]=1[S:8]([CH3:11])(=[O:10])=[O:9].[BH4-].[Na+]. The catalyst is CO.C(OCC)(=O)C. The product is [Cl:1][C:2]1[CH:3]=[C:4]([C@@H:12]([CH2:23][CH:24]2[CH2:25][CH2:26][CH:27]([OH:30])[CH2:28][CH2:29]2)[C:13]([NH:15][C:16]2[CH:21]=[N:20][C:19]([Cl:22])=[CH:18][N:17]=2)=[O:14])[CH:5]=[CH:6][C:7]=1[S:8]([CH3:11])(=[O:9])=[O:10]. The yield is 0.963. (4) The reactants are C([N:8]1[CH2:13][CH2:12][N:11]2[C:14](=[O:17])[CH2:15][CH2:16][C@H:10]2[CH2:9]1)C1C=CC=CC=1.C([O-])=O.[NH4+]. The catalyst is CO.[Pd]. The product is [CH2:9]1[NH:8][CH2:13][CH2:12][N:11]2[C:14](=[O:17])[CH2:15][CH2:16][C@@H:10]12. The yield is 0.820. (5) The reactants are [CH:1]1([S:4]([NH:7][C:8]([C@@:10]2([NH:15]C(=O)OC(C)(C)C)[CH2:12][C@H:11]2[CH:13]=[CH2:14])=[O:9])(=[O:6])=[O:5])[CH2:3][CH2:2]1.C([Cl:26])(=O)C. The catalyst is CO. The product is [ClH:26].[NH2:15][C@:10]1([C:8]([NH:7][S:4]([CH:1]2[CH2:3][CH2:2]2)(=[O:6])=[O:5])=[O:9])[CH2:12][C@H:11]1[CH:13]=[CH2:14]. The yield is 1.03. (6) The reactants are C([Li])CCC.[CH3:6][N:7]1[CH:11]=[CH:10][CH:9]=[N:8]1.[O:12]1[CH2:14][CH2:13]1. The catalyst is C1COCC1.C(Cl)Cl. The product is [CH3:6][N:7]1[C:11]([CH2:14][CH2:13][OH:12])=[CH:10][CH:9]=[N:8]1. The yield is 0.830. (7) The reactants are C(N(CC)CC)C.[NH2:8][CH2:9][C@H:10]([OH:13])[CH2:11][OH:12].[Cl:14][CH2:15][C:16](Cl)=[O:17]. The catalyst is CC#N.CO. The product is [Cl:14][CH2:15][C:16]([NH:8][CH2:9][C@H:10]([OH:13])[CH2:11][OH:12])=[O:17]. The yield is 0.900.